This data is from Peptide-MHC class I binding affinity with 185,985 pairs from IEDB/IMGT. The task is: Regression. Given a peptide amino acid sequence and an MHC pseudo amino acid sequence, predict their binding affinity value. This is MHC class I binding data. (1) The peptide sequence is PVGGNEKKAK. The MHC is HLA-A11:01 with pseudo-sequence HLA-A11:01. The binding affinity (normalized) is 0.168. (2) The peptide sequence is DINESMSQMV. The MHC is HLA-A68:02 with pseudo-sequence HLA-A68:02. The binding affinity (normalized) is 0.294.